From a dataset of Full USPTO retrosynthesis dataset with 1.9M reactions from patents (1976-2016). Predict the reactants needed to synthesize the given product. (1) Given the product [S:1]1[C:5]([C@H:6]([O:25][Si:26]([C:39]([CH3:41])([CH3:42])[CH3:40])([C:33]2[CH:38]=[CH:37][CH:36]=[CH:35][CH:34]=2)[C:27]2[CH:28]=[CH:29][CH:30]=[CH:31][CH:32]=2)/[CH:7]=[CH:8]/[C@H:9]2[C:13]([CH3:14])=[CH:12][C:11](=[O:15])[C@@H:10]2[CH2:16]/[CH:17]=[CH:18]\[CH2:19][CH2:20][CH2:21][C:22]([OH:24])=[O:23])=[CH:4][C:3]2[CH:43]=[CH:44][CH:45]=[CH:46][C:2]1=2, predict the reactants needed to synthesize it. The reactants are: [S:1]1[C:5]([C@H:6]([O:25][Si:26]([C:39]([CH3:42])([CH3:41])[CH3:40])([C:33]2[CH:38]=[CH:37][CH:36]=[CH:35][CH:34]=2)[C:27]2[CH:32]=[CH:31][CH:30]=[CH:29][CH:28]=2)/[CH:7]=[CH:8]/[C@H:9]2[C:13](=[CH2:14])[CH2:12][C@H:11]([OH:15])[C@@H:10]2[CH2:16]/[CH:17]=[CH:18]\[CH2:19][CH2:20][CH2:21][C:22]([OH:24])=[O:23])=[CH:4][C:3]2[CH:43]=[CH:44][CH:45]=[CH:46][C:2]1=2.CC(C)=O.OS(O)(=O)=O.O=[Cr](=O)=O. (2) Given the product [CH2:20]([C:18]1[CH:19]=[C:15]([C:2]2[C:10]3[C:6](=[N:7][S:8][N:9]=3)[C:5]([C:15]3[S:16][CH:17]=[C:18]([CH2:20][CH2:21][CH2:22][CH2:23][CH2:24][CH2:49][CH2:54][CH2:53][CH2:52][CH2:51][CH2:50][CH3:55])[CH:19]=3)=[CH:4][CH:3]=2)[S:16][CH:17]=1)[CH2:21][CH2:22][CH2:23][CH2:24][CH2:25][CH2:26][CH2:27][CH2:28][CH2:29][CH2:30][CH3:31], predict the reactants needed to synthesize it. The reactants are: Br[C:2]1[C:10]2[C:6](=[N:7][S:8][N:9]=2)[C:5](Br)=[CH:4][C:3]=1Cl.C[Sn](C)(C)[C:15]1[S:16][CH:17]=[C:18]([CH2:20][CH2:21][CH2:22][CH2:23][CH2:24][CH2:25][CH2:26][CH2:27][CH2:28][CH2:29][CH2:30][CH3:31])[CH:19]=1.[CH3:55][C:50]1[CH:51]=[CH:52][CH:53]=[CH:54][C:49]=1P([C:49]1[CH:54]=[CH:53][CH:52]=[CH:51][C:50]=1[CH3:55])[C:49]1[CH:54]=[CH:53][CH:52]=[CH:51][C:50]=1[CH3:55]. (3) The reactants are: [OH:1][CH:2]([C:4]1[CH:13]=[CH:12][C:7]([C:8]([O:10][CH3:11])=[O:9])=[CH:6][CH:5]=1)[CH3:3].[F:14][C:15]1[CH:20]=[CH:19][C:18](O)=[CH:17][CH:16]=1.C1(P(C2C=CC=CC=2)C2C=CC=CC=2)C=CC=CC=1.N(C(OC(C)C)=O)=NC(OC(C)C)=O. Given the product [F:14][C:15]1[CH:20]=[CH:19][C:18]([O:1][CH:2]([C:4]2[CH:13]=[CH:12][C:7]([C:8]([O:10][CH3:11])=[O:9])=[CH:6][CH:5]=2)[CH3:3])=[CH:17][CH:16]=1, predict the reactants needed to synthesize it. (4) Given the product [C:45]([C:38]1[C:39]([O:41][CH:42]([CH3:44])[CH3:43])=[CH:40][C:35]([NH:34][C:32]([N:23]2[C:24]3[C:19](=[CH:18][C:17]([CH2:16][OH:15])=[C:26]([CH:27]([O:30][CH3:31])[O:28][CH3:29])[N:25]=3)[CH2:20][CH2:21][CH2:22]2)=[O:33])=[N:36][CH:37]=1)#[N:46], predict the reactants needed to synthesize it. The reactants are: C1C=CN=CC=1.F.[Si]([O:15][CH2:16][C:17]1[CH:18]=[C:19]2[C:24](=[N:25][C:26]=1[CH:27]([O:30][CH3:31])[O:28][CH3:29])[N:23]([C:32]([NH:34][C:35]1[CH:40]=[C:39]([O:41][CH:42]([CH3:44])[CH3:43])[C:38]([C:45]#[N:46])=[CH:37][N:36]=1)=[O:33])[CH2:22][CH2:21][CH2:20]2)(C(C)(C)C)(C)C. (5) Given the product [NH2:8][C@@H:9]([C:48]([CH3:52])([S:50][CH3:51])[CH3:49])[C:10]([N:12]1[C@H:21]([C:22](=[O:34])[NH:23][C@H:24]2[C:33]3[C:28](=[CH:29][CH:30]=[CH:31][CH:32]=3)[CH2:27][CH2:26][CH2:25]2)[CH2:20][C:19]2[C:14](=[CH:15][C:16]([NH:35][C:36]([C:38]3[CH:39]=[CH:40][C:41]([C:42]([O:44][CH3:45])=[O:43])=[CH:46][CH:47]=3)=[O:37])=[CH:17][CH:18]=2)[CH2:13]1)=[O:11].[C:53]([OH:59])([C:55]([F:58])([F:57])[F:56])=[O:54], predict the reactants needed to synthesize it. The reactants are: C(OC([NH:8][C@@H:9]([C:48]([CH3:52])([S:50][CH3:51])[CH3:49])[C:10]([N:12]1[C@H:21]([C:22](=[O:34])[NH:23][C@H:24]2[C:33]3[C:28](=[CH:29][CH:30]=[CH:31][CH:32]=3)[CH2:27][CH2:26][CH2:25]2)[CH2:20][C:19]2[C:14](=[CH:15][C:16]([NH:35][C:36]([C:38]3[CH:47]=[CH:46][C:41]([C:42]([O:44][CH3:45])=[O:43])=[CH:40][CH:39]=3)=[O:37])=[CH:17][CH:18]=2)[CH2:13]1)=[O:11])=O)(C)(C)C.[C:53]([OH:59])([C:55]([F:58])([F:57])[F:56])=[O:54]. (6) The reactants are: [Cl:1]N1C(=O)CCC1=O.[CH3:9][S:10][CH2:11][C:12]([O:14][CH2:15][CH3:16])=[O:13]. Given the product [Cl:1][CH:11]([S:10][CH3:9])[C:12]([O:14][CH2:15][CH3:16])=[O:13], predict the reactants needed to synthesize it. (7) Given the product [N:54]1[CH:55]=[CH:56][CH:57]=[CH:58][C:53]=1[C:51]#[C:52][C:24]1[S:28][C:27]([C:29]2[CH:34]=[CH:33][N:32]=[C:31]([NH:35][C:36]3[CH:41]=[CH:40][C:39]([S:42]([NH2:45])(=[O:44])=[O:43])=[CH:38][CH:37]=3)[N:30]=2)=[CH:26][CH:25]=1, predict the reactants needed to synthesize it. The reactants are: C1(C)C=CC=CC=1P(C1C=CC=CC=1C)C1C=CC=CC=1C.Br[C:24]1[S:28][C:27]([C:29]2[CH:34]=[CH:33][N:32]=[C:31]([NH:35][C:36]3[CH:41]=[CH:40][C:39]([S:42]([NH2:45])(=[O:44])=[O:43])=[CH:38][CH:37]=3)[N:30]=2)=[CH:26][CH:25]=1.CN(C)C=O.[C:51]([C:53]1[CH:58]=[CH:57][CH:56]=[CH:55][N:54]=1)#[CH:52]. (8) Given the product [CH2:9]([O:12][CH2:13][CH2:14][C:15]([NH:17][CH2:18][CH2:19][CH2:20][O:21][C:22]1[CH:53]=[CH:52][C:25]([C:26]([C:28]2[CH:29]=[CH:30][C:31]([NH:34][CH2:35][CH2:36][O:37][CH2:38][CH2:39][O:40][CH2:41][CH2:42][O:43][CH2:44][CH2:45][O:46][CH2:47][CH2:48][C:49]([O:1][N:2]3[C:6](=[O:7])[CH2:5][CH2:4][C:3]3=[O:8])=[O:50])=[CH:32][CH:33]=2)=[O:27])=[CH:24][CH:23]=1)=[O:16])[C:10]#[CH:11], predict the reactants needed to synthesize it. The reactants are: [OH:1][N:2]1[C:6](=[O:7])[CH2:5][CH2:4][C:3]1=[O:8].[CH2:9]([O:12][CH2:13][CH2:14][C:15]([NH:17][CH2:18][CH2:19][CH2:20][O:21][C:22]1[CH:53]=[CH:52][C:25]([C:26]([C:28]2[CH:33]=[CH:32][C:31]([NH:34][CH2:35][CH2:36][O:37][CH2:38][CH2:39][O:40][CH2:41][CH2:42][O:43][CH2:44][CH2:45][O:46][CH2:47][CH2:48][C:49](O)=[O:50])=[CH:30][CH:29]=2)=[O:27])=[CH:24][CH:23]=1)=[O:16])[C:10]#[CH:11].C(Cl)CCl. (9) The reactants are: [Br:1][C:2]1[CH:3]=[C:4]([C:8](=O)[CH2:9][N:10]2[CH2:15][CH2:14][O:13][CH2:12][CH2:11]2)[CH:5]=[CH:6][CH:7]=1.CN.[C:19]([BH3-])#[N:20].[Na+].C(O)(=O)C. Given the product [Br:1][C:2]1[CH:3]=[C:4]([CH:8]([NH:20][CH3:19])[CH2:9][N:10]2[CH2:15][CH2:14][O:13][CH2:12][CH2:11]2)[CH:5]=[CH:6][CH:7]=1, predict the reactants needed to synthesize it.